This data is from Catalyst prediction with 721,799 reactions and 888 catalyst types from USPTO. The task is: Predict which catalyst facilitates the given reaction. Reactant: CCCC[N+](CCCC)(CCCC)CCCC.[F-].[CH2:19]([O:21][P:22]([CH2:27][C:28]1[CH:33]=[C:32]([O:34][CH2:35][O:36][CH3:37])[C:31]([CH2:38][CH:39]=[C:40]([CH3:65])[CH2:41][CH2:42][CH:43]=[C:44]([CH3:64])[CH2:45][O:46][Si](C(C)(C)C)(C2C=CC=CC=2)C2C=CC=CC=2)=[C:30]([O:66][CH2:67][O:68][CH3:69])[CH:29]=1)(=[O:26])[O:23][CH2:24][CH3:25])[CH3:20]. Product: [CH2:24]([O:23][P:22]([CH2:27][C:28]1[CH:33]=[C:32]([O:34][CH2:35][O:36][CH3:37])[C:31]([CH2:38][CH:39]=[C:40]([CH3:65])[CH2:41][CH2:42][CH:43]=[C:44]([CH3:64])[CH2:45][OH:46])=[C:30]([O:66][CH2:67][O:68][CH3:69])[CH:29]=1)(=[O:26])[O:21][CH2:19][CH3:20])[CH3:25]. The catalyst class is: 1.